Predict the reactants needed to synthesize the given product. From a dataset of Full USPTO retrosynthesis dataset with 1.9M reactions from patents (1976-2016). (1) Given the product [CH2:1]([O:3][C:4]([CH:6]1[CH2:11][CH2:10][N:9]([C:12]2[C:17]([N+:18]([O-:20])=[O:19])=[C:16]([C:23]#[C:22][C:24]3[CH:29]=[CH:28][CH:27]=[CH:26][C:25]=3[C:30]([F:31])([F:32])[F:33])[N:15]=[CH:14][N:13]=2)[CH2:8][CH2:7]1)=[O:5])[CH3:2], predict the reactants needed to synthesize it. The reactants are: [CH2:1]([O:3][C:4]([CH:6]1[CH2:11][CH2:10][N:9]([C:12]2[C:17]([N+:18]([O-:20])=[O:19])=[C:16](Cl)[N:15]=[CH:14][N:13]=2)[CH2:8][CH2:7]1)=[O:5])[CH3:2].[C:22]([C:24]1[CH:29]=[CH:28][CH:27]=[CH:26][C:25]=1[C:30]([F:33])([F:32])[F:31])#[CH:23]. (2) Given the product [Br:14][C:15]1[CH:16]=[C:17]2[C:22](=[CH:23][C:24]=1[O:25][CH3:26])[NH:21][C:20](=[O:4])[CH:19]=[CH:18]2, predict the reactants needed to synthesize it. The reactants are: FC(F)(F)C(OC(=O)C(F)(F)F)=[O:4].[Br:14][C:15]1[CH:16]=[C:17]2[C:22](=[CH:23][C:24]=1[O:25][CH3:26])[N+:21]([O-])=[CH:20][CH:19]=[CH:18]2.O. (3) Given the product [Br:11][C:4]1[C:3]([O:2][CH3:1])=[CH:8][C:7]([C:7]2[CH:8]=[C:3]([O:2][CH3:1])[C:4]([Br:11])=[CH:5][C:6]=2[O:9][CH3:10])=[C:6]([O:9][CH3:10])[CH:5]=1, predict the reactants needed to synthesize it. The reactants are: [CH3:1][O:2][C:3]1[CH:8]=[CH:7][C:6]([O:9][CH3:10])=[CH:5][C:4]=1[Br:11].